From a dataset of Peptide-MHC class II binding affinity with 134,281 pairs from IEDB. Regression. Given a peptide amino acid sequence and an MHC pseudo amino acid sequence, predict their binding affinity value. This is MHC class II binding data. (1) The peptide sequence is GLTNTASHTRLSCDCDDK. The MHC is DRB1_0301 with pseudo-sequence DRB1_0301. The binding affinity (normalized) is 0.0997. (2) The peptide sequence is FLADWVVERVRWLLI. The MHC is DRB1_0101 with pseudo-sequence DRB1_0101. The binding affinity (normalized) is 0.748. (3) The peptide sequence is YEVRAELPGVDPDKD. The MHC is HLA-DPA10201-DPB10101 with pseudo-sequence HLA-DPA10201-DPB10101. The binding affinity (normalized) is 0. (4) The MHC is HLA-DPA10201-DPB10101 with pseudo-sequence HLA-DPA10201-DPB10101. The binding affinity (normalized) is 0.353. The peptide sequence is RQSGATIADVLAEKE. (5) The peptide sequence is TTTLTGVEAVMYMGT. The MHC is DRB1_0101 with pseudo-sequence DRB1_0101. The binding affinity (normalized) is 0.640.